From a dataset of Full USPTO retrosynthesis dataset with 1.9M reactions from patents (1976-2016). Predict the reactants needed to synthesize the given product. (1) Given the product [NH2:13][C:12]1[CH:11]=[C:10]([C:14]([CH3:17])([CH3:16])[CH3:15])[O:5][C:4]=1[C:3]([O:7][CH3:8])=[O:6], predict the reactants needed to synthesize it. The reactants are: [H-].[Na+].[C:3]([O:7][CH3:8])(=[O:6])[CH2:4][OH:5].Cl[C:10]([C:14]([CH3:17])([CH3:16])[CH3:15])=[CH:11][C:12]#[N:13].O. (2) Given the product [N+:1]([C:4]1[CH:31]=[C:8]([CH:9]=[N:10][CH:11]([CH3:30])[C:12]([C:14]2[CH:19]=[CH:18][CH:17]=[CH:16][C:15]=2[O:20][CH3:21])([C:22]2[CH:27]=[CH:26][CH:25]=[CH:24][C:23]=2[O:28][CH3:29])[OH:13])[C:7]([OH:32])=[CH:6][CH:5]=1)([O-:3])=[O:2], predict the reactants needed to synthesize it. The reactants are: [N+:1]([C:4]1[CH:31]=[C:8]([CH:9]=[N:10][C@H:11]([CH3:30])[C:12]([C:22]2[CH:27]=[CH:26][CH:25]=[CH:24][C:23]=2[O:28][CH3:29])([C:14]2[CH:19]=[CH:18][CH:17]=[CH:16][C:15]=2[O:20][CH3:21])[OH:13])[C:7]([OH:32])=[CH:6][CH:5]=1)([O-:3])=[O:2]. (3) Given the product [F:1][C:2]1[CH:3]=[C:4]([CH2:9][O:10][CH:11]2[CH2:16][CH2:15][CH2:14][NH:13][CH2:12]2)[CH:5]=[CH:6][C:7]=1[F:8], predict the reactants needed to synthesize it. The reactants are: [F:1][C:2]1[CH:3]=[C:4]([CH2:9][O:10][CH:11]2[CH2:16][CH2:15][CH2:14][N:13](C(OC(C)(C)C)=O)[CH2:12]2)[CH:5]=[CH:6][C:7]=1[F:8].C(OCC)C.